From a dataset of Reaction yield outcomes from USPTO patents with 853,638 reactions. Predict the reaction yield, written as a fraction of the theoretical maximum amount of product (1.0 means a 100% yield; for example, 0.34 means a 34% yield). (1) The reactants are C([N:4]1[C:12]2[C:7](=[CH:8][C:9]3[CH2:17][C@@H:16]([NH:18][C:19](=O)[O:20]CC4C=CC=CC=4)[C:15](=[O:29])[N:14]([CH2:30][C:31]4[CH:36]=[CH:35][CH:34]=[CH:33][CH:32]=4)[CH2:13][C:10]=3[CH:11]=2)[CH:6]=[N:5]1)(=O)C.[H][H].[C:39](Cl)(Cl)=[O:40].C1(C)C=CC=CC=1.C([O-])(=O)C.O=C1[N:64]([CH:65]2[CH2:70][CH2:69][NH2+:68][CH2:67][CH2:66]2)[CH2:63][C:62]2[C:57](=[CH:58][CH:59]=[CH:60][CH:61]=2)[NH:56]1.C(=O)([O-])[O-].[K+].[K+]. The catalyst is CO.C(O)(=O)C.[Pd]. The product is [CH2:30]([N:14]1[C:15](=[O:29])[C@H:16]([NH:18][C:19]([N:68]2[CH2:67][CH2:66][CH:65]([N:64]3[CH2:63][C:62]4[C:57](=[CH:58][CH:59]=[CH:60][CH:61]=4)[NH:56][C:39]3=[O:40])[CH2:70][CH2:69]2)=[O:20])[CH2:17][C:9]2[CH:8]=[C:7]3[C:12](=[CH:11][C:10]=2[CH2:13]1)[NH:4][N:5]=[CH:6]3)[C:31]1[CH:36]=[CH:35][CH:34]=[CH:33][CH:32]=1. The yield is 0.110. (2) The reactants are [CH3:1][C:2]([O:5][C:6]([NH:8][C@@H:9]([C:15]([OH:17])=[O:16])[CH2:10][CH2:11][CH2:12][CH2:13][NH2:14])=[O:7])([CH3:4])[CH3:3].[CH3:18][C:19]([O:22][C:23]([NH:25]/[C:26](/N1N=CC=C1)=[N:27]/[C:28]([O:30][C:31]([CH3:34])([CH3:33])[CH3:32])=[O:29])=[O:24])([CH3:21])[CH3:20].C(N(CC)CC)C. The catalyst is C(Cl)Cl. The product is [C:31]([O:30][C:28]([N:27]=[C:26]([NH:25][C:23]([O:22][C:19]([CH3:21])([CH3:20])[CH3:18])=[O:24])[NH:14][CH2:13][CH2:12][CH2:11][CH2:10][C@@H:9]([NH:8][C:6]([O:5][C:2]([CH3:1])([CH3:3])[CH3:4])=[O:7])[C:15]([OH:17])=[O:16])=[O:29])([CH3:34])([CH3:33])[CH3:32]. The yield is 0.940. (3) The reactants are [CH:1]1([C:4]([N:6]2[CH2:11][CH2:10][N:9]([C:12]([C:14]3[CH:19]=[CH:18][C:17]([CH:20]4[C:25]5=[N:26][NH:27][C:28](=[O:33])[C:29]6[CH:30]=[CH:31][CH:32]=[C:23]([C:24]=65)[NH:22][CH:21]4[C:34]4[CH:39]=[CH:38][C:37]([CH:40](OCC)[O:41]CC)=[CH:36][CH:35]=4)=[CH:16][CH:15]=3)=[O:13])[CH2:8][CH2:7]2)=[O:5])[CH2:3][CH2:2]1.C(=O)([O-])[O-].[K+].[K+]. The catalyst is Cl. The product is [CH:1]1([C:4]([N:6]2[CH2:7][CH2:8][N:9]([C:12]([C:14]3[CH:15]=[CH:16][C:17]([CH:20]4[C:25]5=[N:26][NH:27][C:28](=[O:33])[C:29]6[CH:30]=[CH:31][CH:32]=[C:23]([C:24]=65)[NH:22][CH:21]4[C:34]4[CH:39]=[CH:38][C:37]([CH:40]=[O:41])=[CH:36][CH:35]=4)=[CH:18][CH:19]=3)=[O:13])[CH2:10][CH2:11]2)=[O:5])[CH2:3][CH2:2]1. The yield is 0.890. (4) The catalyst is CN(C)C=O. The product is [OH:1][C:2]1([CH2:9][NH:10][C:11]([C:13]2[C:21]3[C:16](=[CH:17][CH:18]=[CH:19][C:20]=3[Cl:22])[N:15]([CH2:41][CH:37]3[CH2:38][CH2:39][CH2:40][NH:36]3)[CH:14]=2)=[O:12])[CH2:7][CH2:6][CH2:5][CH:4]([CH3:8])[CH2:3]1. The reactants are [OH:1][C:2]1([CH2:9][NH:10][C:11]([C:13]2[C:21]3[C:16](=[CH:17][CH:18]=[CH:19][C:20]=3[Cl:22])[NH:15][CH:14]=2)=[O:12])[CH2:7][CH2:6][CH2:5][CH:4]([CH3:8])[CH2:3]1.C([O-])([O-])=O.[K+].[K+].C(OC([N:36]1[CH2:40][CH2:39][CH2:38][CH:37]1[CH2:41]OS(C1C=CC(C)=CC=1)(=O)=O)=O)(C)(C)C. The yield is 0.239. (5) The product is [O:1]1[C:10]2[C:5](=[N:6][C:7]([C:20](=[O:23])[CH3:13])=[CH:8][CH:9]=2)[O:4][CH2:3][CH2:2]1. The yield is 0.470. The reactants are [O:1]1[C:10]2[C:5](=[N:6][C:7](C#N)=[CH:8][CH:9]=2)[O:4][CH2:3][CH2:2]1.[CH3:13][Li].S(=O)(=O)(O)O.[C:20](=[O:23])([O-])O.[Na+]. The catalyst is O1CCCC1. (6) The reactants are [CH3:1][C:2]1[C:10]([N+:11]([O-:13])=[O:12])=[CH:9][CH:8]=[CH:7][C:3]=1[C:4]([OH:6])=[O:5].[Br:14]N1C(C)(C)C(=O)N(Br)C1=O. The catalyst is OS(O)(=O)=O. The product is [Br:14][C:8]1[CH:9]=[C:10]([N+:11]([O-:13])=[O:12])[C:2]([CH3:1])=[C:3]([CH:7]=1)[C:4]([OH:6])=[O:5]. The yield is 0.999. (7) The reactants are [N+:1]([C:4]1[CH:5]=[C:6]2[C:10](=[CH:11][CH:12]=1)[NH:9][CH2:8][CH2:7]2)([O-:3])=[O:2].[CH3:13][S:14](Cl)(=[O:16])=[O:15].C(N(CC)CC)C.O. The catalyst is ClCCl. The product is [CH3:13][S:14]([N:9]1[C:10]2[C:6](=[CH:5][C:4]([N+:1]([O-:3])=[O:2])=[CH:12][CH:11]=2)[CH2:7][CH2:8]1)(=[O:16])=[O:15]. The yield is 0.920. (8) The reactants are [NH2:1][C:2]1[NH:6][N:5]=[C:4]([S:7][CH3:8])[C:3]=1[C:9]([NH2:11])=[O:10].[CH:12](N)=O. The catalyst is O. The product is [CH3:8][S:7][C:4]1[C:3]2[C:2](=[N:1][CH:12]=[N:11][C:9]=2[OH:10])[NH:6][N:5]=1. The yield is 0.990. (9) The reactants are [Cl:1][C:2]1[CH:7]=[C:6]([I:8])[CH:5]=[CH:4][C:3]=1[NH:9][C:10]1[CH:27]=[N:26][CH:25]=[CH:24][C:11]=1[C:12]([NH:14][O:15][CH2:16][C@H:17]1[CH2:21][O:20]C(C)(C)[O:18]1)=[O:13]. The catalyst is C(O)(=O)C. The product is [Cl:1][C:2]1[CH:7]=[C:6]([I:8])[CH:5]=[CH:4][C:3]=1[NH:9][C:10]1[CH:27]=[N:26][CH:25]=[CH:24][C:11]=1[C:12]([NH:14][O:15][CH2:16][C@H:17]([OH:18])[CH2:21][OH:20])=[O:13]. The yield is 0.430.